From a dataset of Peptide-MHC class II binding affinity with 134,281 pairs from IEDB. Regression. Given a peptide amino acid sequence and an MHC pseudo amino acid sequence, predict their binding affinity value. This is MHC class II binding data. (1) The peptide sequence is FVVFLVAAALGGLAA. The MHC is HLA-DQA10301-DQB10302 with pseudo-sequence HLA-DQA10301-DQB10302. The binding affinity (normalized) is 0.271. (2) The peptide sequence is LTHMMIWHSNLNDAT. The MHC is DRB1_0301 with pseudo-sequence DRB1_0301. The binding affinity (normalized) is 0.0520. (3) The peptide sequence is EKKYFAATQFEPTAA. The MHC is HLA-DQA10301-DQB10302 with pseudo-sequence HLA-DQA10301-DQB10302. The binding affinity (normalized) is 0.415. (4) The peptide sequence is IGSRGRRSCRAARRP. The MHC is DRB1_1302 with pseudo-sequence DRB1_1302. The binding affinity (normalized) is 0.160. (5) The peptide sequence is KPTAAGPKDNGGACG. The MHC is HLA-DPA10103-DPB10301 with pseudo-sequence HLA-DPA10103-DPB10301. The binding affinity (normalized) is 0. (6) The peptide sequence is PYLGYCALLPLLTEE. The MHC is DRB5_0101 with pseudo-sequence DRB5_0101. The binding affinity (normalized) is 0.420. (7) The peptide sequence is IGCAMLHWSLILPGI. The MHC is HLA-DQA10501-DQB10303 with pseudo-sequence HLA-DQA10501-DQB10303. The binding affinity (normalized) is 0.573. (8) The peptide sequence is DVMNILLQYVV. The MHC is HLA-DQA10102-DQB10602 with pseudo-sequence HLA-DQA10102-DQB10602. The binding affinity (normalized) is 0.209.